Dataset: Full USPTO retrosynthesis dataset with 1.9M reactions from patents (1976-2016). Task: Predict the reactants needed to synthesize the given product. (1) The reactants are: [F:1][C:2]1[C:11]2[C:6](=[CH:7][CH:8]=[CH:9][CH:10]=2)[C:5]([C@H:12]([NH:14][CH2:15][CH2:16][CH2:17][C@@H:18]2[CH2:27][C:26]3[C:21](=[CH:22][CH:23]=[CH:24][CH:25]=3)[CH:20]([OH:28])[CH2:19]2)[CH3:13])=[CH:4][CH:3]=1.[CH3:29][C:30]([O:33][C:34](O[C:34]([O:33][C:30]([CH3:32])([CH3:31])[CH3:29])=[O:35])=[O:35])([CH3:32])[CH3:31].O. Given the product [F:1][C:2]1[C:11]2[C:6](=[CH:7][CH:8]=[CH:9][CH:10]=2)[C:5]([C@H:12]([N:14]([CH2:15][CH2:16][CH2:17][C@H:18]2[CH2:19][CH:20]([OH:28])[C:21]3[C:26](=[CH:25][CH:24]=[CH:23][CH:22]=3)[CH2:27]2)[C:34](=[O:35])[O:33][C:30]([CH3:32])([CH3:31])[CH3:29])[CH3:13])=[CH:4][CH:3]=1, predict the reactants needed to synthesize it. (2) Given the product [C:1]([C:5]1[CH:10]=[CH:9][C:8]([NH:11][C:12]([N:34]2[C:35]3[C:31](=[CH:30][C:29]([O:28][CH3:27])=[C:37]([C:38]([F:40])([F:41])[F:39])[CH:36]=3)[CH2:32][CH2:33]2)=[O:20])=[CH:7][C:6]=1[C:21]1[CH:22]=[N:23][CH:24]=[CH:25][CH:26]=1)([CH3:2])([CH3:4])[CH3:3], predict the reactants needed to synthesize it. The reactants are: [C:1]([C:5]1[CH:10]=[CH:9][C:8]([NH:11][C:12](=[O:20])OC2C=CC=CC=2)=[CH:7][C:6]=1[C:21]1[CH:22]=[N:23][CH:24]=[CH:25][CH:26]=1)([CH3:4])([CH3:3])[CH3:2].[CH3:27][O:28][C:29]1[CH:30]=[C:31]2[C:35](=[CH:36][C:37]=1[C:38]([F:41])([F:40])[F:39])[NH:34][CH2:33][CH2:32]2. (3) Given the product [CH3:19][N:18]1[C@@H:13]([CH3:12])[CH2:14][NH:15][CH2:16][C@@H:17]1[CH3:20], predict the reactants needed to synthesize it. The reactants are: [H-].[H-].[H-].[H-].[Li+].[Al+3].C1COCC1.[CH3:12][C@@H:13]1[N:18]([CH3:19])[C@@H:17]([CH3:20])[CH2:16][NH:15][C:14]1=O.